Predict the reaction yield, written as a fraction of the theoretical maximum amount of product (1.0 means a 100% yield; for example, 0.34 means a 34% yield). From a dataset of Reaction yield outcomes from USPTO patents with 853,638 reactions. (1) The reactants are [CH3:1][C:2]1[S:6][C:5]([C:7]([O:9][CH3:10])=[O:8])=[CH:4][C:3]=1[C:11]1[N:15]([CH3:16])[N:14]=[CH:13][C:12]=1/[CH:17]=[CH:18]\[CH3:19]. The catalyst is CO.[OH-].[OH-].[Pd+2]. The product is [CH3:1][C:2]1[S:6][C:5]([C:7]([O:9][CH3:10])=[O:8])=[CH:4][C:3]=1[C:11]1[N:15]([CH3:16])[N:14]=[CH:13][C:12]=1[CH2:17][CH2:18][CH3:19]. The yield is 0.780. (2) The reactants are [C:1]([N:4]1[CH2:9][CH2:8][N:7]([CH2:10][CH2:11][CH2:12][O:13][C:14]2[CH:23]=[C:22]3[C:17]([C:18](Cl)=[N:19][CH:20]=[N:21]3)=[CH:16][C:15]=2[O:25][CH3:26])[CH2:6][CH2:5]1)(=[O:3])[CH3:2].[OH:27][C:28]1[CH:29]=[C:30]2[C:34](=[CH:35][CH:36]=1)[NH:33][C:32]([CH3:37])=[CH:31]2.C(=O)([O-])[O-].[K+].[K+]. The catalyst is CC(N(C)C)=O. The product is [C:1]([N:4]1[CH2:9][CH2:8][N:7]([CH2:10][CH2:11][CH2:12][O:13][C:14]2[CH:23]=[C:22]3[C:17]([C:18]([O:27][C:28]4[CH:29]=[C:30]5[C:34](=[CH:35][CH:36]=4)[NH:33][C:32]([CH3:37])=[CH:31]5)=[N:19][CH:20]=[N:21]3)=[CH:16][C:15]=2[O:25][CH3:26])[CH2:6][CH2:5]1)(=[O:3])[CH3:2]. The yield is 0.530.